This data is from Reaction yield outcomes from USPTO patents with 853,638 reactions. The task is: Predict the reaction yield, written as a fraction of the theoretical maximum amount of product (1.0 means a 100% yield; for example, 0.34 means a 34% yield). (1) The reactants are [CH3:1][O:2][C:3]([NH:5][C@@H:6]([CH:56]([CH3:58])[CH3:57])[C:7]([N:9]1[CH2:13][C@@H:12]([S:14][CH3:15])[CH2:11][C@H:10]1[C:16]1[NH:17][C:18]([C:21]2[CH:26]=[CH:25][C:24]([C:27]3[CH:32]=[CH:31][C:30]([C:33]4[NH:37][C:36]([C@@H:38]5[CH2:42][C@H:41]([CH2:43][O:44][CH3:45])[CH2:40][N:39]5C(OCC5C=CC=CC=5)=O)=[N:35][CH:34]=4)=[CH:29][CH:28]=3)=[CH:23][CH:22]=2)=[CH:19][N:20]=1)=[O:8])=[O:4].Br.[C:60]([O:64][C:65]([NH:67][C@H:68]([C:72]1[CH:77]=[CH:76][CH:75]=[CH:74][CH:73]=1)[C:69]([OH:71])=O)=[O:66])([CH3:63])([CH3:62])[CH3:61].CCOC(C(C#N)=NOC(N1CCOCC1)=[N+](C)C)=O.F[P-](F)(F)(F)(F)F.CCN(C(C)C)C(C)C. The catalyst is C(Cl)Cl.CCOC(C)=O.CN(C=O)C.CO. The product is [C:60]([O:64][C:65]([NH:67][C@H:68]([C:72]1[CH:77]=[CH:76][CH:75]=[CH:74][CH:73]=1)[C:69]([N:39]1[CH2:40][C@@H:41]([CH2:43][O:44][CH3:45])[CH2:42][C@H:38]1[C:36]1[NH:37][C:33]([C:30]2[CH:29]=[CH:28][C:27]([C:24]3[CH:25]=[CH:26][C:21]([C:18]4[NH:17][C:16]([C@@H:10]5[CH2:11][C@H:12]([S:14][CH3:15])[CH2:13][N:9]5[C:7](=[O:8])[C@@H:6]([NH:5][C:3](=[O:4])[O:2][CH3:1])[CH:56]([CH3:58])[CH3:57])=[N:20][CH:19]=4)=[CH:22][CH:23]=3)=[CH:32][CH:31]=2)=[CH:34][N:35]=1)=[O:71])=[O:66])([CH3:61])([CH3:62])[CH3:63]. The yield is 0.730. (2) The reactants are FC(F)(F)C(O)=O.[N:8]([C:11]1[CH:81]=[CH:80][C:14]([CH2:15][O:16][C:17]([NH:19][CH2:20][C@H:21]([S:77][S:78][CH3:79])[CH2:22][CH2:23][C@@H:24]([NH:69]C(OC(C)(C)C)=O)[C:25]([O:27][C@H:28]2[C@@H:32]([OH:33])[C@@H:31]([N:34]3[CH:42]=[N:41][C:40]4[C:35]3=[N:36][CH:37]=[N:38][C:39]=4[NH2:43])[O:30][C@H:29]2[CH2:44][O:45][P:46]([O:49][C@H:50]2[CH2:54][C@H:53]([N:55]3[CH:60]=[CH:59][C:58]([NH2:61])=[N:57][C:56]3=[O:62])[O:52][C@@H:51]2[CH2:63][O:64][P:65]([OH:68])([OH:67])=[O:66])([OH:48])=[O:47])=[O:26])=[O:18])=[CH:13][CH:12]=1)=[N+:9]=[N-:10]. The catalyst is ClCCl. The product is [NH2:69][C@H:24]([CH2:23][CH2:22][C@@H:21]([S:77][S:78][CH3:79])[CH2:20][NH:19][C:17]([O:16][CH2:15][C:14]1[CH:13]=[CH:12][C:11]([N:8]=[N+:9]=[N-:10])=[CH:81][CH:80]=1)=[O:18])[C:25]([O:27][C@H:28]1[C@@H:32]([OH:33])[C@@H:31]([N:34]2[CH:42]=[N:41][C:40]3[C:35]2=[N:36][CH:37]=[N:38][C:39]=3[NH2:43])[O:30][C@H:29]1[CH2:44][O:45][P:46]([O:49][C@H:50]1[CH2:54][C@H:53]([N:55]2[CH:60]=[CH:59][C:58]([NH2:61])=[N:57][C:56]2=[O:62])[O:52][C@@H:51]1[CH2:63][O:64][P:65]([OH:68])([OH:67])=[O:66])([OH:48])=[O:47])=[O:26].[NH2:69][C@H:24]([CH2:23][CH2:22][C@@H:21]([S:77][S:78][CH3:79])[CH2:20][NH2:19])[C:25]([O:27][C@H:28]1[C@@H:32]([OH:33])[C@@H:31]([N:34]2[CH:42]=[N:41][C:40]3[C:35]2=[N:36][CH:37]=[N:38][C:39]=3[NH2:43])[O:30][C@H:29]1[CH2:44][O:45][P:46]([O:49][C@H:50]1[CH2:54][C@H:53]([N:55]2[CH:60]=[CH:59][C:58]([NH2:61])=[N:57][C:56]2=[O:62])[O:52][C@@H:51]1[CH2:63][O:64][P:65]([OH:67])([OH:68])=[O:66])([OH:48])=[O:47])=[O:26]. The yield is 0.250.